From a dataset of NCI-60 drug combinations with 297,098 pairs across 59 cell lines. Regression. Given two drug SMILES strings and cell line genomic features, predict the synergy score measuring deviation from expected non-interaction effect. (1) Drug 1: C1=CC(=CC=C1CCCC(=O)O)N(CCCl)CCCl. Drug 2: CCC1=C2CN3C(=CC4=C(C3=O)COC(=O)C4(CC)O)C2=NC5=C1C=C(C=C5)O. Cell line: TK-10. Synergy scores: CSS=21.1, Synergy_ZIP=-5.95, Synergy_Bliss=-3.11, Synergy_Loewe=-2.68, Synergy_HSA=-0.922. (2) Drug 1: CCN(CC)CCNC(=O)C1=C(NC(=C1C)C=C2C3=C(C=CC(=C3)F)NC2=O)C. Drug 2: C1CCC(C(C1)N)N.C(=O)(C(=O)[O-])[O-].[Pt+4]. Cell line: NCI/ADR-RES. Synergy scores: CSS=15.1, Synergy_ZIP=-0.970, Synergy_Bliss=-2.41, Synergy_Loewe=-1.75, Synergy_HSA=-1.90. (3) Cell line: NCI-H226. Synergy scores: CSS=27.3, Synergy_ZIP=6.28, Synergy_Bliss=13.9, Synergy_Loewe=12.9, Synergy_HSA=15.0. Drug 2: CC1=C(C(=O)C2=C(C1=O)N3CC4C(C3(C2COC(=O)N)OC)N4)N. Drug 1: CC1C(C(CC(O1)OC2CC(CC3=C2C(=C4C(=C3O)C(=O)C5=C(C4=O)C(=CC=C5)OC)O)(C(=O)C)O)N)O.Cl. (4) Drug 1: CN1CCC(CC1)COC2=C(C=C3C(=C2)N=CN=C3NC4=C(C=C(C=C4)Br)F)OC. Drug 2: COC1=C(C=C2C(=C1)N=CN=C2NC3=CC(=C(C=C3)F)Cl)OCCCN4CCOCC4. Cell line: T-47D. Synergy scores: CSS=26.5, Synergy_ZIP=-0.144, Synergy_Bliss=4.75, Synergy_Loewe=6.09, Synergy_HSA=7.08. (5) Drug 1: CC1=C(C=C(C=C1)NC2=NC=CC(=N2)N(C)C3=CC4=NN(C(=C4C=C3)C)C)S(=O)(=O)N.Cl. Drug 2: N.N.Cl[Pt+2]Cl. Cell line: DU-145. Synergy scores: CSS=-0.134, Synergy_ZIP=0.179, Synergy_Bliss=1.66, Synergy_Loewe=-0.259, Synergy_HSA=0.201. (6) Drug 1: C#CCC(CC1=CN=C2C(=N1)C(=NC(=N2)N)N)C3=CC=C(C=C3)C(=O)NC(CCC(=O)O)C(=O)O. Cell line: MDA-MB-231. Synergy scores: CSS=63.5, Synergy_ZIP=0.232, Synergy_Bliss=-0.201, Synergy_Loewe=-1.32, Synergy_HSA=-1.16. Drug 2: B(C(CC(C)C)NC(=O)C(CC1=CC=CC=C1)NC(=O)C2=NC=CN=C2)(O)O. (7) Drug 1: CC1C(C(CC(O1)OC2CC(OC(C2O)C)OC3=CC4=CC5=C(C(=O)C(C(C5)C(C(=O)C(C(C)O)O)OC)OC6CC(C(C(O6)C)O)OC7CC(C(C(O7)C)O)OC8CC(C(C(O8)C)O)(C)O)C(=C4C(=C3C)O)O)O)O. Drug 2: COC1=NC(=NC2=C1N=CN2C3C(C(C(O3)CO)O)O)N. Cell line: 786-0. Synergy scores: CSS=25.1, Synergy_ZIP=-0.0810, Synergy_Bliss=-1.46, Synergy_Loewe=-31.1, Synergy_HSA=-0.416.